Predict the reactants needed to synthesize the given product. From a dataset of Full USPTO retrosynthesis dataset with 1.9M reactions from patents (1976-2016). (1) Given the product [NH2:1][C:2]1[C:7]([C:8]#[N:9])=[C:6]([N:10]2[CH2:11][CH2:12][CH:13]([C:16]3[N:17]([CH2:32][CH2:33][NH:34][CH3:35])[CH:18]=[C:19]([C:21]4[CH:26]=[CH:25][C:24]([F:27])=[C:23]([C:28]([F:31])([F:30])[F:29])[CH:22]=4)[N:20]=3)[CH2:14][CH2:15]2)[N:5]=[CH:4][N:3]=1, predict the reactants needed to synthesize it. The reactants are: [NH2:1][C:2]1[C:7]([C:8]#[N:9])=[C:6]([N:10]2[CH2:15][CH2:14][CH:13]([C:16]3[N:17]([CH2:32][CH2:33][NH:34][CH2:35]C4CC4)[CH:18]=[C:19]([C:21]4[CH:26]=[CH:25][C:24]([F:27])=[C:23]([C:28]([F:31])([F:30])[F:29])[CH:22]=4)[N:20]=3)[CH2:12][CH2:11]2)[N:5]=[CH:4][N:3]=1.CN. (2) The reactants are: [C:1]([O:5][C:6]([NH:8][C@@H:9]([C:17]([OH:19])=O)[CH2:10][C:11]1[CH:16]=[CH:15][CH:14]=[CH:13][CH:12]=1)=[O:7])([CH3:4])([CH3:3])[CH3:2].CCN(C(C)C)C(C)C.CN(C(ON1N=NC2C=CC=CC1=2)=[N+](C)C)C.F[P-](F)(F)(F)(F)F.Cl.[CH3:54][O:55][C:56]1[CH:57]=[C:58]([C:64]2[CH2:65][C:66]([CH2:79][CH3:80])([CH2:77][CH3:78])[C:67](=[O:76])[N:68]([CH:70]3[CH2:75][CH2:74][NH:73][CH2:72][CH2:71]3)[N:69]=2)[CH:59]=[CH:60][C:61]=1[O:62][CH3:63]. Given the product [CH3:54][O:55][C:56]1[CH:57]=[C:58]([C:64]2[CH2:65][C:66]([CH2:77][CH3:78])([CH2:79][CH3:80])[C:67](=[O:76])[N:68]([CH:70]3[CH2:75][CH2:74][N:73]([C:17](=[O:19])[C@H:9]([NH:8][C:6](=[O:7])[O:5][C:1]([CH3:2])([CH3:3])[CH3:4])[CH2:10][C:11]4[CH:12]=[CH:13][CH:14]=[CH:15][CH:16]=4)[CH2:72][CH2:71]3)[N:69]=2)[CH:59]=[CH:60][C:61]=1[O:62][CH3:63], predict the reactants needed to synthesize it. (3) Given the product [Cl:30][C:23]1[CH:24]=[C:25]([CH3:29])[CH:26]=[C:27]([Cl:28])[C:22]=1[O:21][CH2:20][CH2:19][O:18][C:15]1[CH:16]=[CH:17][C:12]([CH2:11][CH:8]([C:5]2[CH:6]=[CH:7][C:2]([C:45]3[CH:44]=[CH:43][CH:42]=[CH:41][C:40]=3[CH2:39][CH2:38][CH2:37][O:36][CH3:35])=[CH:3][C:4]=2[C:31]([F:34])([F:33])[F:32])[C:9]#[N:10])=[CH:13][CH:14]=1, predict the reactants needed to synthesize it. The reactants are: Br[C:2]1[CH:7]=[CH:6][C:5]([CH:8]([CH2:11][C:12]2[CH:17]=[CH:16][C:15]([O:18][CH2:19][CH2:20][O:21][C:22]3[C:27]([Cl:28])=[CH:26][C:25]([CH3:29])=[CH:24][C:23]=3[Cl:30])=[CH:14][CH:13]=2)[C:9]#[N:10])=[C:4]([C:31]([F:34])([F:33])[F:32])[CH:3]=1.[CH3:35][O:36][CH2:37][CH2:38][CH2:39][C:40]1[CH:45]=[CH:44][CH:43]=[CH:42][C:41]=1B(O)O.